From a dataset of Catalyst prediction with 721,799 reactions and 888 catalyst types from USPTO. Predict which catalyst facilitates the given reaction. (1) Reactant: Cl[C:2](=[N:8][OH:9])[C:3]([O:5][CH2:6][CH3:7])=[O:4].CO[C:12]([C:14]1[CH:19]=[CH:18][C:17]([C:20]([C:25]2[CH:30]=[CH:29][C:28]([O:31][CH2:32][C:33]3[CH:38]=[CH:37][CH:36]=[CH:35][N:34]=3)=[CH:27][N:26]=2)([CH3:24])[CH:21]([CH3:23])[CH3:22])=[CH:16][CH:15]=1)=[CH2:13].C(N(CC)CC)C.C(O)(C(F)(F)F)=O. Product: [CH3:24][C:20]([C:17]1[CH:16]=[CH:15][C:14]([C:12]2[O:9][N:8]=[C:2]([C:3]([O:5][CH2:6][CH3:7])=[O:4])[CH:13]=2)=[CH:19][CH:18]=1)([C:25]1[CH:30]=[CH:29][C:28]([O:31][CH2:32][C:33]2[CH:38]=[CH:37][CH:36]=[CH:35][N:34]=2)=[CH:27][N:26]=1)[CH:21]([CH3:23])[CH3:22]. The catalyst class is: 1. (2) Reactant: [N+:1]([C:4]1[CH:9]=[CH:8][C:7]([CH:10]=[CH:11][C:12]([O:14]CC)=[O:13])=[CH:6][CH:5]=1)([O-:3])=[O:2].[OH-].[Na+]. Product: [N+:1]([C:4]1[CH:5]=[CH:6][C:7]([CH:10]=[CH:11][C:12]([OH:14])=[O:13])=[CH:8][CH:9]=1)([O-:3])=[O:2]. The catalyst class is: 12. (3) Reactant: [NH2:1][C:2]1[C:7]([C:8]#[N:9])=[CH:6][C:5]([C:10]2[CH:15]=[CH:14][C:13]([O:16][CH3:17])=[CH:12][CH:11]=2)=[CH:4][C:3]=1[C:18]1[CH:23]=[CH:22][C:21]([O:24][CH3:25])=[CH:20][CH:19]=1.Cl.N([O-])=O.[Na+].[N-:31]=[N+:32]=[N-].[Na+]. Product: [N:1]([C:2]1[C:7]([C:8]#[N:9])=[CH:6][C:5]([C:10]2[CH:11]=[CH:12][C:13]([O:16][CH3:17])=[CH:14][CH:15]=2)=[CH:4][C:3]=1[C:18]1[CH:23]=[CH:22][C:21]([O:24][CH3:25])=[CH:20][CH:19]=1)=[N+:31]=[N-:32]. The catalyst class is: 8. (4) Reactant: [CH3:1][C:2]1[S:3][C:4]([C:8](=[O:11])[CH2:9][CH3:10])=[C:5]([CH3:7])[N:6]=1.[Br:12]Br. Product: [Br:12][CH:9]([CH3:10])[C:8]([C:4]1[S:3][C:2]([CH3:1])=[N:6][C:5]=1[CH3:7])=[O:11]. The catalyst class is: 12. (5) Reactant: [Cl:1][C:2]1[N:7]=[C:6](Cl)[C:5]([N+:9]([O-:11])=[O:10])=[CH:4][N:3]=1.[F:12][C:13]1[CH:14]=[C:15]([CH:17]=[CH:18][C:19]=1[I:20])[NH2:16].C(N(CC)CC)C. Product: [Cl:1][C:2]1[N:7]=[C:6]([NH:16][C:15]2[CH:17]=[CH:18][C:19]([I:20])=[C:13]([F:12])[CH:14]=2)[C:5]([N+:9]([O-:11])=[O:10])=[CH:4][N:3]=1. The catalyst class is: 1.